From a dataset of Full USPTO retrosynthesis dataset with 1.9M reactions from patents (1976-2016). Predict the reactants needed to synthesize the given product. (1) Given the product [CH3:36][N:33]1[CH2:34][CH2:35][N:30]([C:26]2[C:24]3[CH2:25][C@H:20]([NH:19][C:9](=[O:11])[C:8]4[CH:7]=[CH:6][C:5]([C:3]([N:2]([CH3:1])[CH3:14])=[O:4])=[CH:13][CH:12]=4)[CH2:21][O:22][C:23]=3[CH:29]=[CH:28][CH:27]=2)[CH2:31][CH2:32]1, predict the reactants needed to synthesize it. The reactants are: [CH3:1][N:2]([CH3:14])[C:3]([C:5]1[CH:13]=[CH:12][C:8]([C:9]([OH:11])=O)=[CH:7][CH:6]=1)=[O:4].S(Cl)(Cl)=O.[NH2:19][C@H:20]1[CH2:25][C:24]2[C:26]([N:30]3[CH2:35][CH2:34][N:33]([CH3:36])[CH2:32][CH2:31]3)=[CH:27][CH:28]=[CH:29][C:23]=2[O:22][CH2:21]1.C(N(CC)CC)C. (2) Given the product [CH3:11][O:12][C:13](=[O:36])[C@H:14]([CH2:22][C:23]1[CH:24]=[C:25]([Cl:35])[C:26]([O:30][CH2:31][CH2:32][CH2:33][NH:34][C:1](=[O:8])[C:2]2[CH:7]=[CH:6][CH:5]=[CH:4][CH:3]=2)=[C:27]([Cl:29])[CH:28]=1)[NH:15][C:16](=[O:21])[C:17]([F:20])([F:18])[F:19], predict the reactants needed to synthesize it. The reactants are: [C:1](Cl)(=[O:8])[C:2]1[CH:7]=[CH:6][CH:5]=[CH:4][CH:3]=1.Cl.[CH3:11][O:12][C:13](=[O:36])[C@H:14]([CH2:22][C:23]1[CH:28]=[C:27]([Cl:29])[C:26]([O:30][CH2:31][CH2:32][CH2:33][NH2:34])=[C:25]([Cl:35])[CH:24]=1)[NH:15][C:16](=[O:21])[C:17]([F:20])([F:19])[F:18].C(=O)(O)[O-].[Na+].O. (3) Given the product [CH:15]12[N:11]([C:4]3[CH:5]=[CH:6][C:7]([N+:8]([O-:10])=[O:9])=[C:2]([C:22]#[C:21][CH2:20][N:19]([CH3:23])[CH3:18])[CH:3]=3)[CH:12]([CH2:17][CH2:16]1)[CH2:13][CH2:14]2, predict the reactants needed to synthesize it. The reactants are: Br[C:2]1[CH:3]=[C:4]([N:11]2[CH:15]3[CH2:16][CH2:17][CH:12]2[CH2:13][CH2:14]3)[CH:5]=[CH:6][C:7]=1[N+:8]([O-:10])=[O:9].[CH3:18][N:19]([CH3:23])[CH2:20][C:21]#[CH:22]. (4) Given the product [OH:5][CH2:4][CH2:3][N:2]([CH3:1])[C:7](=[O:8])[NH:6][C:9]1[CH:18]=[CH:17][C:12]([C:13]([O:15][CH3:16])=[O:14])=[CH:11][CH:10]=1, predict the reactants needed to synthesize it. The reactants are: [CH3:1][NH:2][CH2:3][CH2:4][OH:5].[N:6]([C:9]1[CH:18]=[CH:17][C:12]([C:13]([O:15][CH3:16])=[O:14])=[CH:11][CH:10]=1)=[C:7]=[O:8]. (5) Given the product [F:12][C:9]([F:10])([F:11])[C:7]1[CH:6]=[C:5]([C@H:13]2[O:17][C:16](=[O:18])[N:15]([CH2:19][C:20]3[CH:25]=[C:24]([C:26]([F:28])([F:29])[F:27])[CH:23]=[CH:22][C:21]=3[C:30]3[C:35]([OH:36])=[CH:34][CH:33]=[C:32]([C:38]4[CH:43]=[CH:42][CH:41]=[CH:40][C:39]=4[CH3:44])[CH:31]=3)[C@H:14]2[CH3:45])[CH:4]=[C:3]([C:2]([F:1])([F:47])[F:46])[CH:8]=1, predict the reactants needed to synthesize it. The reactants are: [F:1][C:2]([F:47])([F:46])[C:3]1[CH:4]=[C:5]([C@H:13]2[O:17][C:16](=[O:18])[N:15]([CH2:19][C:20]3[CH:25]=[C:24]([C:26]([F:29])([F:28])[F:27])[CH:23]=[CH:22][C:21]=3[C:30]3[C:35]([O:36]C)=[CH:34][CH:33]=[C:32]([C:38]4[CH:43]=[CH:42][CH:41]=[CH:40][C:39]=4[CH3:44])[CH:31]=3)[C@H:14]2[CH3:45])[CH:6]=[C:7]([C:9]([F:12])([F:11])[F:10])[CH:8]=1.B(Br)(Br)Br. (6) Given the product [Cl:1][C:2]1[CH:3]=[C:4]([NH:16][C:17]2[C:26]3[C:21](=[CH:22][CH:23]=[CH:24][C:25]=3[O:27][CH2:28][CH2:29][N:30]([CH2:31][CH2:32][OH:33])[C:34](=[O:36])[CH3:35])[N:20]=[CH:19][N:18]=2)[CH:5]=[CH:6][C:7]=1[O:8][CH2:9][C:10]1[CH:15]=[CH:14][CH:13]=[CH:12][N:11]=1, predict the reactants needed to synthesize it. The reactants are: [Cl:1][C:2]1[CH:3]=[C:4]([NH:16][C:17]2[C:26]3[C:21](=[CH:22][CH:23]=[CH:24][C:25]=3[O:27][CH2:28][CH2:29][NH:30][CH2:31][CH2:32][OH:33])[N:20]=[CH:19][N:18]=2)[CH:5]=[CH:6][C:7]=1[O:8][CH2:9][C:10]1[CH:15]=[CH:14][CH:13]=[CH:12][N:11]=1.[C:34](Cl)(=[O:36])[CH3:35].